Dataset: NCI-60 drug combinations with 297,098 pairs across 59 cell lines. Task: Regression. Given two drug SMILES strings and cell line genomic features, predict the synergy score measuring deviation from expected non-interaction effect. (1) Drug 1: CC1C(C(CC(O1)OC2CC(OC(C2O)C)OC3=CC4=CC5=C(C(=O)C(C(C5)C(C(=O)C(C(C)O)O)OC)OC6CC(C(C(O6)C)O)OC7CC(C(C(O7)C)O)OC8CC(C(C(O8)C)O)(C)O)C(=C4C(=C3C)O)O)O)O. Drug 2: C1CN(CCN1C(=O)CCBr)C(=O)CCBr. Cell line: UACC62. Synergy scores: CSS=28.1, Synergy_ZIP=-6.35, Synergy_Bliss=0.388, Synergy_Loewe=-21.7, Synergy_HSA=0.0619. (2) Drug 1: CS(=O)(=O)CCNCC1=CC=C(O1)C2=CC3=C(C=C2)N=CN=C3NC4=CC(=C(C=C4)OCC5=CC(=CC=C5)F)Cl. Drug 2: CC1C(C(CC(O1)OC2CC(CC3=C2C(=C4C(=C3O)C(=O)C5=C(C4=O)C(=CC=C5)OC)O)(C(=O)CO)O)N)O.Cl. Cell line: HOP-62. Synergy scores: CSS=35.7, Synergy_ZIP=-3.87, Synergy_Bliss=-0.903, Synergy_Loewe=1.01, Synergy_HSA=2.16. (3) Drug 1: CC1=C(C(CCC1)(C)C)C=CC(=CC=CC(=CC(=O)O)C)C. Drug 2: CC(C)NC(=O)C1=CC=C(C=C1)CNNC.Cl. Cell line: UACC-257. Synergy scores: CSS=4.02, Synergy_ZIP=0.721, Synergy_Bliss=4.43, Synergy_Loewe=1.60, Synergy_HSA=1.91. (4) Drug 1: C1=NC2=C(N=C(N=C2N1C3C(C(C(O3)CO)O)O)F)N. Drug 2: C1CN(CCN1C(=O)CCBr)C(=O)CCBr. Cell line: U251. Synergy scores: CSS=39.8, Synergy_ZIP=-0.866, Synergy_Bliss=-0.693, Synergy_Loewe=-0.947, Synergy_HSA=0.907. (5) Drug 1: CC1CCC2CC(C(=CC=CC=CC(CC(C(=O)C(C(C(=CC(C(=O)CC(OC(=O)C3CCCCN3C(=O)C(=O)C1(O2)O)C(C)CC4CCC(C(C4)OC)O)C)C)O)OC)C)C)C)OC. Drug 2: C1=CN(C=N1)CC(O)(P(=O)(O)O)P(=O)(O)O. Cell line: MCF7. Synergy scores: CSS=6.22, Synergy_ZIP=-2.22, Synergy_Bliss=-3.79, Synergy_Loewe=-10.2, Synergy_HSA=-3.59.